Task: Regression. Given two drug SMILES strings and cell line genomic features, predict the synergy score measuring deviation from expected non-interaction effect.. Dataset: NCI-60 drug combinations with 297,098 pairs across 59 cell lines (1) Cell line: HCT-15. Drug 2: CN(CCCl)CCCl.Cl. Drug 1: C1=NC2=C(N1)C(=S)N=CN2. Synergy scores: CSS=40.4, Synergy_ZIP=-6.56, Synergy_Bliss=-2.17, Synergy_Loewe=-2.69, Synergy_HSA=0.623. (2) Drug 1: CCC1=C2CN3C(=CC4=C(C3=O)COC(=O)C4(CC)O)C2=NC5=C1C=C(C=C5)O. Drug 2: C1CC(=O)NC(=O)C1N2C(=O)C3=CC=CC=C3C2=O. Cell line: SNB-19. Synergy scores: CSS=26.0, Synergy_ZIP=0.740, Synergy_Bliss=0.698, Synergy_Loewe=-40.6, Synergy_HSA=-0.686. (3) Drug 1: CC1=C2C(C(=O)C3(C(CC4C(C3C(C(C2(C)C)(CC1OC(=O)C(C(C5=CC=CC=C5)NC(=O)OC(C)(C)C)O)O)OC(=O)C6=CC=CC=C6)(CO4)OC(=O)C)O)C)O. Drug 2: CC1=C(N=C(N=C1N)C(CC(=O)N)NCC(C(=O)N)N)C(=O)NC(C(C2=CN=CN2)OC3C(C(C(C(O3)CO)O)O)OC4C(C(C(C(O4)CO)O)OC(=O)N)O)C(=O)NC(C)C(C(C)C(=O)NC(C(C)O)C(=O)NCCC5=NC(=CS5)C6=NC(=CS6)C(=O)NCCC[S+](C)C)O. Cell line: MALME-3M. Synergy scores: CSS=10.7, Synergy_ZIP=-4.81, Synergy_Bliss=-2.64, Synergy_Loewe=-1.57, Synergy_HSA=-0.616. (4) Drug 1: CC1=C(C=C(C=C1)C(=O)NC2=CC(=CC(=C2)C(F)(F)F)N3C=C(N=C3)C)NC4=NC=CC(=N4)C5=CN=CC=C5. Drug 2: COCCOC1=C(C=C2C(=C1)C(=NC=N2)NC3=CC=CC(=C3)C#C)OCCOC.Cl. Cell line: SF-295. Synergy scores: CSS=-2.51, Synergy_ZIP=-0.528, Synergy_Bliss=-5.47, Synergy_Loewe=-4.22, Synergy_HSA=-6.40. (5) Drug 1: CC1=CC2C(CCC3(C2CCC3(C(=O)C)OC(=O)C)C)C4(C1=CC(=O)CC4)C. Drug 2: CN(C)C1=NC(=NC(=N1)N(C)C)N(C)C. Cell line: U251. Synergy scores: CSS=-0.115, Synergy_ZIP=5.87, Synergy_Bliss=0.242, Synergy_Loewe=-2.84, Synergy_HSA=-2.24. (6) Drug 1: C1CC(=O)NC(=O)C1N2C(=O)C3=CC=CC=C3C2=O. Drug 2: C(CCl)NC(=O)N(CCCl)N=O. Cell line: EKVX. Synergy scores: CSS=5.24, Synergy_ZIP=-0.761, Synergy_Bliss=3.32, Synergy_Loewe=4.74, Synergy_HSA=2.49. (7) Drug 1: CN(C(=O)NC(C=O)C(C(C(CO)O)O)O)N=O. Drug 2: C1C(C(OC1N2C=NC(=NC2=O)N)CO)O. Cell line: M14. Synergy scores: CSS=6.18, Synergy_ZIP=-2.39, Synergy_Bliss=-2.18, Synergy_Loewe=-3.96, Synergy_HSA=-3.96. (8) Drug 1: CC1C(C(CC(O1)OC2CC(CC3=C2C(=C4C(=C3O)C(=O)C5=C(C4=O)C(=CC=C5)OC)O)(C(=O)CO)O)N)O.Cl. Drug 2: C(CCl)NC(=O)N(CCCl)N=O. Cell line: IGROV1. Synergy scores: CSS=14.1, Synergy_ZIP=-7.80, Synergy_Bliss=-0.743, Synergy_Loewe=-17.1, Synergy_HSA=-0.208. (9) Drug 1: C1=CC(=CC=C1CCC2=CNC3=C2C(=O)NC(=N3)N)C(=O)NC(CCC(=O)O)C(=O)O. Drug 2: C1=NNC2=C1C(=O)NC=N2. Cell line: TK-10. Synergy scores: CSS=41.3, Synergy_ZIP=0.00172, Synergy_Bliss=-1.77, Synergy_Loewe=-14.6, Synergy_HSA=-2.19. (10) Drug 1: CN(CC1=CN=C2C(=N1)C(=NC(=N2)N)N)C3=CC=C(C=C3)C(=O)NC(CCC(=O)O)C(=O)O. Drug 2: C1=NNC2=C1C(=O)NC=N2. Cell line: NCIH23. Synergy scores: CSS=30.7, Synergy_ZIP=-6.80, Synergy_Bliss=1.89, Synergy_Loewe=-29.5, Synergy_HSA=-5.77.